Dataset: Forward reaction prediction with 1.9M reactions from USPTO patents (1976-2016). Task: Predict the product of the given reaction. (1) Given the reactants C(O[C:4]([CH:6]1[C:14](=[O:15])[C:13]2[CH:12]=[N:11][CH:10]=[CH:9][C:8]=2[C:7]1=[O:16])=[O:5])C.[C:17]1([NH2:27])[C:26]2[C:21](=[CH:22][CH:23]=[CH:24][CH:25]=2)[CH:20]=[CH:19][CH:18]=1, predict the reaction product. The product is: [C:17]1([NH:27][C:4]([CH:6]2[C:14](=[O:15])[C:13]3[CH:12]=[N:11][CH:10]=[CH:9][C:8]=3[C:7]2=[O:16])=[O:5])[C:26]2[C:21](=[CH:22][CH:23]=[CH:24][CH:25]=2)[CH:20]=[CH:19][CH:18]=1. (2) The product is: [CH2:1]([O:3][C:4]([C@@H:6]1[CH2:10][CH:9]([O:11][S:20]([CH3:21])(=[O:23])=[O:22])[CH2:8][C@H:7]1[C:12](=[O:19])[NH:13][C:14]1([C:17]#[N:18])[CH2:16][CH2:15]1)=[O:5])[CH3:2]. Given the reactants [CH2:1]([O:3][C:4]([C@@H:6]1[CH2:10][CH:9]([OH:11])[CH2:8][C@H:7]1[C:12](=[O:19])[NH:13][C:14]1([C:17]#[N:18])[CH2:16][CH2:15]1)=[O:5])[CH3:2].[S:20]([O-])(=[O:23])(=[O:22])[CH3:21], predict the reaction product. (3) Given the reactants [F:1][C:2]1[C:10]2[CH:9]([CH2:11][C:12]([O:14]CC)=[O:13])[O:8][B:7]([OH:17])[C:6]=2[CH:5]=[C:4]([O:18][CH3:19])[CH:3]=1.[OH-].[Li+].Cl, predict the reaction product. The product is: [F:1][C:2]1[C:10]2[CH:9]([CH2:11][C:12]([OH:14])=[O:13])[O:8][B:7]([OH:17])[C:6]=2[CH:5]=[C:4]([O:18][CH3:19])[CH:3]=1. (4) Given the reactants [CH3:1][C:2]([CH3:25])([O:4][C:5](=[O:24])[NH:6][CH2:7][CH2:8][O:9][CH2:10][CH2:11][O:12][CH2:13][CH2:14][O:15][CH2:16][CH2:17][O:18][CH2:19][CH2:20][C:21]([OH:23])=O)[CH3:3].[B-](F)(F)(F)F.CN(C(ON1C(=O)CCC1=O)=[N+](C)C)C.C(N(CC)C(C)C)(C)C.Cl.[NH2:56][CH2:57][C:58]1[CH:79]=[CH:78][C:61]([C:62]([NH:64][CH2:65][CH2:66][O:67][CH2:68][CH2:69][O:70][CH2:71][CH2:72][CH2:73][CH2:74][CH2:75][CH2:76][Cl:77])=[O:63])=[CH:60][CH:59]=1, predict the reaction product. The product is: [Cl:77][CH2:76][CH2:75][CH2:74][CH2:73][CH2:72][CH2:71][O:70][CH2:69][CH2:68][O:67][CH2:66][CH2:65][NH:64][C:62]([C:61]1[CH:78]=[CH:79][C:58]([CH2:57][NH:56][C:21](=[O:23])[CH2:20][CH2:19][O:18][CH2:17][CH2:16][O:15][CH2:14][CH2:13][O:12][CH2:11][CH2:10][O:9][CH2:8][CH2:7][NH:6][C:5](=[O:24])[O:4][C:2]([CH3:1])([CH3:3])[CH3:25])=[CH:59][CH:60]=1)=[O:63]. (5) Given the reactants [CH3:1][O:2][C:3]1[C:10]([CH3:11])=[CH:9][C:8]([CH3:12])=[CH:7][C:4]=1[CH:5]=O.C(O)(=O)[CH2:14][C:15]([OH:17])=[O:16].N1CCCC1, predict the reaction product. The product is: [CH3:1][O:2][C:3]1[C:10]([CH3:11])=[CH:9][C:8]([CH3:12])=[CH:7][C:4]=1/[CH:5]=[CH:14]/[C:15]([OH:17])=[O:16]. (6) Given the reactants C([C:4]1[CH:5]=[CH:6][C:7]([N:10]2[CH:14]=[N:13][N:12]=[N:11]2)=[N:8][CH:9]=1)C=C.C[N+]1([O-])CC[O:19]CC1.[CH3:23][C:24]([CH3:26])=[O:25], predict the reaction product. The product is: [N:10]1([C:7]2[N:8]=[CH:9][C:4]([CH2:23][CH:24]([OH:25])[CH2:26][OH:19])=[CH:5][CH:6]=2)[CH:14]=[N:13][N:12]=[N:11]1. (7) Given the reactants [CH3:1][C:2]([CH3:36])([CH3:35])[C:3]([C:29]1[CH:34]=[CH:33][CH:32]=[CH:31][CH:30]=1)=[CH:4][C:5]1[N:6]=[CH:7][N:8](C(C2C=CC=CC=2)(C2C=CC=CC=2)C2C=CC=CC=2)[CH:9]=1.ClCCl, predict the reaction product. The product is: [CH3:1][C:2]([CH3:36])([CH3:35])[CH:3]([C:29]1[CH:34]=[CH:33][CH:32]=[CH:31][CH:30]=1)[CH2:4][C:5]1[N:6]=[CH:7][NH:8][CH:9]=1.